From a dataset of Peptide-MHC class I binding affinity with 185,985 pairs from IEDB/IMGT. Regression. Given a peptide amino acid sequence and an MHC pseudo amino acid sequence, predict their binding affinity value. This is MHC class I binding data. (1) The peptide sequence is DYNFVKQLF. The MHC is HLA-B58:01 with pseudo-sequence HLA-B58:01. The binding affinity (normalized) is 0. (2) The peptide sequence is DPNPQEVVL. The binding affinity (normalized) is 0.618. The MHC is HLA-B35:03 with pseudo-sequence HLA-B35:03. (3) The peptide sequence is SAPMNVDNLI. The MHC is H-2-Db with pseudo-sequence H-2-Db. The binding affinity (normalized) is 0.723. (4) The peptide sequence is MPCMINDTHF. The MHC is HLA-B54:01 with pseudo-sequence HLA-B54:01. The binding affinity (normalized) is 0.264.